Dataset: Forward reaction prediction with 1.9M reactions from USPTO patents (1976-2016). Task: Predict the product of the given reaction. (1) Given the reactants Br[C:2]1[CH:7]=[CH:6][C:5]([C:8]2[S:24][C:11]3[CH2:12][N:13]([CH:17]([CH2:22][CH3:23])[C:18]([O:20][CH3:21])=[O:19])[S:14](=[O:16])(=[O:15])[C:10]=3[CH:9]=2)=[CH:4][CH:3]=1.P([O-])([O-])([O-])=O.[K+].[K+].[K+].C1(C)C=CC=CC=1P(C1C=CC=CC=1C)C1C=CC=CC=1C.[CH3:55][O:56][C:57]1[CH:62]=[CH:61][C:60]([CH:63]=[CH:64]B(O)O)=[CH:59][CH:58]=1.Cl, predict the reaction product. The product is: [CH3:55][O:56][C:57]1[CH:62]=[CH:61][C:60](/[CH:63]=[CH:64]/[C:2]2[CH:7]=[CH:6][C:5]([C:8]3[S:24][C:11]4[CH2:12][N:13]([CH:17]([CH2:22][CH3:23])[C:18]([O:20][CH3:21])=[O:19])[S:14](=[O:15])(=[O:16])[C:10]=4[CH:9]=3)=[CH:4][CH:3]=2)=[CH:59][CH:58]=1. (2) Given the reactants [CH3:1][C:2]1[CH:7]=[CH:6][C:5]([S:8][C:9]2[CH:17]=[CH:16][C:12](C(O)=O)=[CH:11][CH:10]=2)=[C:4]([N+:18]([O-:20])=[O:19])[CH:3]=1.SC1C=C(C=CC=1)[C:25]([OH:27])=[O:26], predict the reaction product. The product is: [CH3:1][C:2]1[CH:7]=[CH:6][C:5]([S:8][C:9]2[CH:10]=[C:11]([CH:12]=[CH:16][CH:17]=2)[C:25]([OH:27])=[O:26])=[C:4]([N+:18]([O-:20])=[O:19])[CH:3]=1. (3) Given the reactants C(OC([NH:11][C:12]([CH3:17])([C:14]([OH:16])=[O:15])[CH3:13])=O)C1C=CC=CC=1.B(F)(F)F.CCOCC.ClC(Cl)(Cl)C(=N)O[C:31]([CH3:34])([CH3:33])[CH3:32].C([O-])(O)=O.[Na+], predict the reaction product. The product is: [CH3:17][C:12]([C:14]([O:16][C:31]([CH3:34])([CH3:33])[CH3:32])=[O:15])([CH3:13])[NH2:11]. (4) Given the reactants [CH3:1][O:2][C:3]1[C:12]2[N:11]=[C:10]([NH2:13])[N:9]3[CH2:14][CH2:15][N:16]=[C:8]3[C:7]=2[CH:6]=[CH:5][C:4]=1[O:17][CH2:18][C@H:19]1[CH2:21][O:20]1.[NH:22]1[CH2:25][CH2:24][CH2:23]1, predict the reaction product. The product is: [N:22]1([CH2:21][C@@H:19]([OH:20])[CH2:18][O:17][C:4]2[CH:5]=[CH:6][C:7]3[C:8]4[N:9]([CH2:14][CH2:15][N:16]=4)[C:10]([NH2:13])=[N:11][C:12]=3[C:3]=2[O:2][CH3:1])[CH2:25][CH2:24][CH2:23]1. (5) Given the reactants [C:1]([Br:5])(Br)(Br)[Br:2].C1(P(C2C=CC=CC=2)C2C=CC=CC=2)C=CC=CC=1.[CH2:25]([O:27][C:28]1[CH:29]=[C:30]([CH:33]=[C:34]([O:36][CH2:37][CH3:38])[CH:35]=1)[CH:31]=O)[CH3:26], predict the reaction product. The product is: [Br:2][C:1]([Br:5])=[CH:31][C:30]1[CH:33]=[C:34]([O:36][CH2:37][CH3:38])[CH:35]=[C:28]([O:27][CH2:25][CH3:26])[CH:29]=1.